Task: Regression. Given two drug SMILES strings and cell line genomic features, predict the synergy score measuring deviation from expected non-interaction effect.. Dataset: NCI-60 drug combinations with 297,098 pairs across 59 cell lines Drug 1: CC=C1C(=O)NC(C(=O)OC2CC(=O)NC(C(=O)NC(CSSCCC=C2)C(=O)N1)C(C)C)C(C)C. Drug 2: C1CNP(=O)(OC1)N(CCCl)CCCl. Cell line: CCRF-CEM. Synergy scores: CSS=63.7, Synergy_ZIP=-2.35, Synergy_Bliss=-1.18, Synergy_Loewe=-56.5, Synergy_HSA=-1.04.